This data is from Forward reaction prediction with 1.9M reactions from USPTO patents (1976-2016). The task is: Predict the product of the given reaction. (1) The product is: [CH:14]([CH:7]1[C:5]2([CH2:2][CH2:1]2)[NH:6][C:9](=[O:11])[CH2:8]1)=[CH2:15]. Given the reactants [CH2:1]([Mg]Br)[CH3:2].[C:5]([CH:7]([CH:14]=[CH2:15])[CH2:8][C:9]([O:11]CC)=O)#[N:6].O, predict the reaction product. (2) Given the reactants CN(C=O)C.S(Cl)([Cl:8])=O.[C:10]([O:13][C:14]1[CH:19]=[CH:18][C:17](/[CH:20]=[CH:21]/[C:22](O)=[O:23])=[CH:16][C:15]=1[O:25][CH3:26])(=[O:12])[CH3:11], predict the reaction product. The product is: [C:10]([O:13][C:14]1[CH:19]=[CH:18][C:17](/[CH:20]=[CH:21]/[C:22]([Cl:8])=[O:23])=[CH:16][C:15]=1[O:25][CH3:26])(=[O:12])[CH3:11]. (3) Given the reactants C([N:8]1[CH2:12][CH2:11][C@@H:10]([CH2:13][NH:14][CH2:15][C:16]([O:18][CH2:19][CH3:20])=[O:17])[CH2:9]1)C1C=CC=CC=1.[ClH:21], predict the reaction product. The product is: [ClH:21].[ClH:21].[NH:8]1[CH2:12][CH2:11][C@H:10]([CH2:13][NH:14][CH2:15][C:16]([O:18][CH2:19][CH3:20])=[O:17])[CH2:9]1. (4) Given the reactants [C:1]([O:5][C:6](=[O:15])[NH:7][C@H:8]1[C@H:13]([NH2:14])[CH2:12][CH2:11][O:10][CH2:9]1)([CH3:4])([CH3:3])[CH3:2].C(O)(=O)C.[C:20]1(=O)[CH2:24][CH2:23][CH2:22][CH2:21]1.C([BH3-])#N.[Na+], predict the reaction product. The product is: [C:1]([O:5][C:6](=[O:15])[NH:7][C@H:8]1[C@H:13]([NH:14][CH:20]2[CH2:24][CH2:23][CH2:22][CH2:21]2)[CH2:12][CH2:11][O:10][CH2:9]1)([CH3:4])([CH3:2])[CH3:3]. (5) Given the reactants [CH3:1][C@@:2]1([CH2:13][N:14]2[CH2:19][CH2:18][N:17]([C:20]([O:22]C(C)(C)C)=[O:21])[CH2:16][CH2:15]2)[O:6][C:5]2=[N:7][C:8]([N+:10]([O-:12])=[O:11])=[CH:9][N:4]2[CH2:3]1.FC(F)(F)C(O)=O.C(N1C=CN=C1)(N1C=CN=C1)=O.[F:46][C:47]([F:57])([F:56])[C:48]1[CH:55]=[CH:54][C:51]([CH2:52]O)=[CH:50][CH:49]=1, predict the reaction product. The product is: [CH3:1][C@@:2]1([CH2:13][N:14]2[CH2:15][CH2:16][N:17]([C:20]([O:22][CH2:52][C:51]3[CH:50]=[CH:49][C:48]([C:47]([F:46])([F:56])[F:57])=[CH:55][CH:54]=3)=[O:21])[CH2:18][CH2:19]2)[O:6][C:5]2=[N:7][C:8]([N+:10]([O-:12])=[O:11])=[CH:9][N:4]2[CH2:3]1. (6) Given the reactants [O:1]=[S:2]1(=[O:31])[C:8]2[CH:9]=[CH:10][CH:11]=[CH:12][C:7]=2[CH2:6][N:5]([C:13]2[CH:22]=[C:21]([O:23][CH2:24][CH2:25][NH:26]C(=O)C)[C:20]3[C:15](=[CH:16][CH:17]=[C:18]([CH3:30])[CH:19]=3)[N:14]=2)[CH2:4][CH2:3]1, predict the reaction product. The product is: [O:31]=[S:2]1(=[O:1])[C:8]2[CH:9]=[CH:10][CH:11]=[CH:12][C:7]=2[CH2:6][N:5]([C:13]2[CH:22]=[C:21]([O:23][CH2:24][CH2:25][NH2:26])[C:20]3[C:15](=[CH:16][CH:17]=[C:18]([CH3:30])[CH:19]=3)[N:14]=2)[CH2:4][CH2:3]1. (7) The product is: [F:1][C:2]1[C:7]([O:8][CH2:26][CH:25]=[CH2:24])=[CH:6][CH:5]=[CH:4][C:3]=1[CH2:9][NH:10][C:11]([C:13]1[CH:14]=[C:15]2[C:20](=[CH:21][CH:22]=1)[N:19]=[CH:18][CH:17]=[CH:16]2)=[O:12]. Given the reactants [F:1][C:2]1[C:7]([OH:8])=[CH:6][CH:5]=[CH:4][C:3]=1[CH2:9][NH:10][C:11]([C:13]1[CH:14]=[C:15]2[C:20](=[CH:21][CH:22]=1)[N:19]=[CH:18][CH:17]=[CH:16]2)=[O:12].Br[CH2:24][CH:25]=[CH2:26].CN(C=O)C.C(=O)([O-])[O-].[Cs+].[Cs+], predict the reaction product.